This data is from Full USPTO retrosynthesis dataset with 1.9M reactions from patents (1976-2016). The task is: Predict the reactants needed to synthesize the given product. (1) Given the product [C:29]([N:14]1[C:8]2[CH:9]=[N:10][C:11]3[CH:12]=[CH:13][C:4]([Br:3])=[CH:5][C:6]=3[C:7]=2[N:16]([C:17]2[CH:22]=[CH:21][C:20]([C:23]([CH3:26])([CH3:27])[C:24]#[N:25])=[CH:19][CH:18]=2)[C:15]1=[O:28])(=[O:36])[C:30]1[CH:35]=[CH:34][CH:33]=[CH:32][CH:31]=1, predict the reactants needed to synthesize it. The reactants are: [H-].[Na+].[Br:3][C:4]1[CH:13]=[CH:12][C:11]2[N:10]=[CH:9][C:8]3[NH:14][C:15](=[O:28])[N:16]([C:17]4[CH:22]=[CH:21][C:20]([C:23]([CH3:27])([CH3:26])[C:24]#[N:25])=[CH:19][CH:18]=4)[C:7]=3[C:6]=2[CH:5]=1.[C:29](Cl)(=[O:36])[C:30]1[CH:35]=[CH:34][CH:33]=[CH:32][CH:31]=1. (2) Given the product [CH:10]1[C:19]2[C:14](=[CH:15][C:16]([NH:20][C:7]3[CH2:6][CH2:5][CH2:4][C:3](=[O:9])[C:2]=3[CH3:1])=[CH:17][CH:18]=2)[CH:13]=[CH:12][N:11]=1, predict the reactants needed to synthesize it. The reactants are: [CH3:1][CH:2]1[C:7](=O)[CH2:6][CH2:5][CH2:4][C:3]1=[O:9].[CH:10]1[C:19]2[C:14](=[CH:15][C:16]([NH2:20])=[CH:17][CH:18]=2)[CH:13]=[CH:12][N:11]=1. (3) Given the product [Br:12][C:10]1[C:5]2[C:6](=[N:7][C:2]([F:1])=[CH:3][CH:4]=2)[N:8]([CH3:11])[CH:9]=1, predict the reactants needed to synthesize it. The reactants are: [F:1][C:2]1[N:7]=[C:6]2[N:8]([CH3:11])[CH:9]=[CH:10][C:5]2=[CH:4][CH:3]=1.[Br:12]N1C(=O)CCC1=O. (4) The reactants are: Br[C:2]1[CH:3]=[C:4]([C:8]2[N:13]=[C:12]([C:14]3[CH:19]=[CH:18][C:17]([Cl:20])=[C:16]([Cl:21])[CH:15]=3)[CH:11]=[C:10]([CH3:22])[N:9]=2)[CH:5]=[CH:6][CH:7]=1.[NH2:23][C:24]1[CH:29]=[CH:28][C:27](B2OC(C)(C)C(C)(C)O2)=[CH:26][N:25]=1. Given the product [Cl:21][C:16]1[CH:15]=[C:14]([C:12]2[CH:11]=[C:10]([CH3:22])[N:9]=[C:8]([C:4]3[CH:3]=[C:2]([C:27]4[CH:28]=[CH:29][C:24]([NH2:23])=[N:25][CH:26]=4)[CH:7]=[CH:6][CH:5]=3)[N:13]=2)[CH:19]=[CH:18][C:17]=1[Cl:20], predict the reactants needed to synthesize it.